From a dataset of Forward reaction prediction with 1.9M reactions from USPTO patents (1976-2016). Predict the product of the given reaction. (1) Given the reactants Cl.[Cl:2][C:3]1[C:4]2[NH:11][C:10]([C:12]3[CH:22]=[CH:21][C:15]([C:16]([O:18]CC)=[O:17])=[CH:14][CH:13]=3)=[CH:9][C:5]=2[N:6]=[CH:7][N:8]=1.[Cl:23][C:24]1[CH:25]=[C:26]([CH:28]=[CH:29][C:30]=1[O:31][CH2:32][C:33]1[CH:38]=[CH:37][CH:36]=[C:35]([F:39])[CH:34]=1)[NH2:27].CN1CCCC1=O.C(=O)([O-])O.[Na+], predict the reaction product. The product is: [ClH:2].[Cl:23][C:24]1[CH:25]=[C:26]([NH:27][C:3]2[C:4]3[NH:11][C:10]([C:12]4[CH:13]=[CH:14][C:15]([C:16]([OH:18])=[O:17])=[CH:21][CH:22]=4)=[CH:9][C:5]=3[N:6]=[CH:7][N:8]=2)[CH:28]=[CH:29][C:30]=1[O:31][CH2:32][C:33]1[CH:38]=[CH:37][CH:36]=[C:35]([F:39])[CH:34]=1. (2) The product is: [Cl:5][C:6]1[CH:14]=[C:13]2[C:9]([C:10]([NH:15][C:1](=[O:3])[CH3:2])=[N:11][NH:12]2)=[CH:8][CH:7]=1. Given the reactants [C:1](Cl)(=[O:3])[CH3:2].[Cl:5][C:6]1[CH:14]=[C:13]2[C:9]([C:10]([NH2:15])=[N:11][NH:12]2)=[CH:8][CH:7]=1, predict the reaction product. (3) Given the reactants [Cl:1][C:2]1[CH:19]=[CH:18][C:5]2=[C:6]([CH2:14][CH2:15][C:16]#[N:17])[CH:7]=[C:8]3[C:13]([CH:12]=[N:11][CH:10]=[CH:9]3)=[C:4]2[CH:3]=1.ClC1C=C(C=CC=1)C(OO)=[O:25], predict the reaction product. The product is: [Cl:1][C:2]1[CH:19]=[CH:18][C:5]2=[C:6]([CH2:14][CH2:15][C:16]#[N:17])[CH:7]=[C:8]3[C:13]([CH:12]=[N+:11]([O-:25])[CH:10]=[CH:9]3)=[C:4]2[CH:3]=1. (4) Given the reactants [CH3:1][O:2][C:3]1[CH:32]=[CH:31][CH:30]=[CH:29][C:4]=1[C:5]([NH:7][CH:8]([C:10]1[N:15]=[N:14][C:13]([NH:16][C:17]2[CH:22]=[C:21]([O:23][CH3:24])[C:20]([O:25][CH3:26])=[C:19]([O:27][CH3:28])[CH:18]=2)=[N:12][CH:11]=1)[CH3:9])=O.P(Cl)(Cl)(Cl)=O, predict the reaction product. The product is: [CH3:1][O:2][C:3]1[CH:32]=[CH:31][CH:30]=[CH:29][C:4]=1[C:5]1[N:15]2[C:10]([CH:11]=[N:12][C:13]([NH:16][C:17]3[CH:22]=[C:21]([O:23][CH3:24])[C:20]([O:25][CH3:26])=[C:19]([O:27][CH3:28])[CH:18]=3)=[N:14]2)=[C:8]([CH3:9])[N:7]=1. (5) Given the reactants [C:1]([C:4]1[CH:5]=[C:6]2[C:11](=[CH:12][CH:13]=1)[C:9](=O)[O:8][CH2:7]2)(O)=O.C[N:15](C)CCN(C)C.[F:22][C:23]1[CH:28]=[CH:27][C:26]([Mg]Br)=[CH:25][CH:24]=1.[Br-].[Mg+2].[Br-].C1(C2C(=CC=CC=2)CO1)=O.[CH3:44][N:45]([CH2:47][CH2:48][CH2:49][Mg]Cl)[CH3:46].CS(Cl)(=O)=O.O=P(Cl)(Cl)Cl.C(N)(C)(C)C.N, predict the reaction product. The product is: [CH3:44][N:45]([CH2:47][CH2:48][CH2:49][C:9]1([C:26]2[CH:25]=[CH:24][C:23]([F:22])=[CH:28][CH:27]=2)[O:8][CH2:7][C:6]2[CH:5]=[C:4]([C:1]#[N:15])[CH:13]=[CH:12][C:11]1=2)[CH3:46].